From a dataset of Full USPTO retrosynthesis dataset with 1.9M reactions from patents (1976-2016). Predict the reactants needed to synthesize the given product. Given the product [Cl:12][C:10]1[CH:11]=[C:6]([NH:5][C:4]2[O:19][N:18]=[C:1]([NH2:2])[N:3]=2)[CH:7]=[C:8]([Cl:13])[CH:9]=1, predict the reactants needed to synthesize it. The reactants are: [C:1](/[N:3]=[C:4](\SC)/[NH:5][C:6]1[CH:11]=[C:10]([Cl:12])[CH:9]=[C:8]([Cl:13])[CH:7]=1)#[N:2].C[Si](C)(C)[NH:18][O:19][Si](C)(C)C.